From a dataset of Catalyst prediction with 721,799 reactions and 888 catalyst types from USPTO. Predict which catalyst facilitates the given reaction. (1) Reactant: [Si](O[C@H]1CC[C@H]([CH:15]([C:17]2[CH:18]=[CH:19][N:20]3[C:25]=2[C:24]([Cl:26])=[N:23][CH:22]=[N:21]3)[OH:16])CC1)(C(C)(C)C)(C)C.ClC1C=C(N)C=CC=1F.C([O-])(O)=O.[Na+]. Product: [Cl:26][C:24]1[C:25]2=[C:17]([CH:15]=[O:16])[CH:18]=[CH:19][N:20]2[N:21]=[CH:22][N:23]=1. The catalyst class is: 23. (2) Reactant: [F:1][C:2]1[CH:3]=[C:4]([CH3:13])[CH:5]=[C:6]2[C:10]=1[NH:9][C:8](=O)[C:7]2=O.[H-].[H-].[H-].[H-].[Li+].[Al+3].[OH-].[Na+]. Product: [F:1][C:2]1[CH:3]=[C:4]([CH3:13])[CH:5]=[C:6]2[C:10]=1[NH:9][CH:8]=[CH:7]2. The catalyst class is: 6. (3) Product: [Br:14][C:8]1[CH:7]=[C:6]([CH2:5][CH:4]([OH:15])[C:3]([OH:2])=[O:16])[CH:11]=[C:10]([Br:12])[C:9]=1[O:13][CH2:24][C:25]1[CH:34]=[CH:33][C:32]2[C:27](=[CH:28][CH:29]=[CH:30][CH:31]=2)[CH:26]=1. The catalyst class is: 10. Reactant: C[O:2][C:3](=[O:16])[CH:4]([OH:15])[CH2:5][C:6]1[CH:11]=[C:10]([Br:12])[C:9]([OH:13])=[C:8]([Br:14])[CH:7]=1.C(=O)([O-])[O-].[K+].[K+].Br[CH2:24][C:25]1[CH:34]=[CH:33][C:32]2[C:27](=[CH:28][CH:29]=[CH:30][CH:31]=2)[CH:26]=1. (4) Reactant: [Cr](Cl)([O-])(=O)=[O:2].[NH+]1C=CC=CC=1.[Br:12][CH2:13][CH2:14][CH2:15][CH2:16][CH2:17][CH2:18][CH2:19][CH2:20][CH2:21][OH:22]. Product: [Br:12][CH2:13][CH2:14][CH2:15][CH2:16][CH2:17][CH2:18][CH2:19][CH2:20][C:21]([OH:2])=[O:22]. The catalyst class is: 4. (5) Reactant: [AlH4-].[Li+].[NH2:3][C:4]1([C:10](O)=[O:11])[CH2:9][CH2:8][CH2:7][CH2:6][CH2:5]1.C(=O)([O-])[O-].[Na+].[Na+].C(=O)([O-])[O-]. Product: [NH2:3][C:4]1([CH2:10][OH:11])[CH2:9][CH2:8][CH2:7][CH2:6][CH2:5]1. The catalyst class is: 595. (6) Reactant: [CH2:1]([O:3][C:4]([C:6]1[CH:14]=[C:13]2[C:9]([CH:10]=[CH:11][N:12]2[C:15]([O:17][C:18]([CH3:21])([CH3:20])[CH3:19])=[O:16])=[C:8]([CH3:22])[CH:7]=1)=[O:5])[CH3:2].[Mn]([O-])(=O)(=O)=[O:24].[K+]. Product: [CH2:1]([O:3][C:4]([C:6]1[CH:14]=[C:13]2[C:9]([CH:10]=[CH:11][N:12]2[C:15]([O:17][C:18]([CH3:21])([CH3:20])[CH3:19])=[O:16])=[C:8]([CH:22]=[O:24])[CH:7]=1)=[O:5])[CH3:2]. The catalyst class is: 327.